The task is: Predict the reactants needed to synthesize the given product.. This data is from Full USPTO retrosynthesis dataset with 1.9M reactions from patents (1976-2016). Given the product [C:1]([O:5][C:6]([N:8]1[CH2:13][CH2:12][CH:11]([N:14]([C:15]2[CH:16]=[CH:17][C:18]([O:21][C:22]([F:25])([F:23])[F:24])=[CH:19][CH:20]=2)[CH2:27][C:28]2[CH:33]=[CH:32][N:31]=[C:30]([C:34]3[CH:39]=[C:38]([O:40][CH3:41])[C:37]([O:42][CH3:43])=[C:36]([O:44][CH3:45])[CH:35]=3)[CH:29]=2)[CH2:10][CH2:9]1)=[O:7])([CH3:4])([CH3:2])[CH3:3], predict the reactants needed to synthesize it. The reactants are: [C:1]([O:5][C:6]([N:8]1[CH2:13][CH2:12][CH:11]([NH:14][C:15]2[CH:20]=[CH:19][C:18]([O:21][C:22]([F:25])([F:24])[F:23])=[CH:17][CH:16]=2)[CH2:10][CH2:9]1)=[O:7])([CH3:4])([CH3:3])[CH3:2].Cl[CH2:27][C:28]1[CH:33]=[CH:32][N:31]=[C:30]([C:34]2[CH:39]=[C:38]([O:40][CH3:41])[C:37]([O:42][CH3:43])=[C:36]([O:44][CH3:45])[CH:35]=2)[CH:29]=1.